This data is from Forward reaction prediction with 1.9M reactions from USPTO patents (1976-2016). The task is: Predict the product of the given reaction. (1) Given the reactants [Br:1][C:2]1[CH:11]=[CH:10][CH:9]=[C:8]2[C:3]=1[CH:4]=[CH:5][CH:6]=[N+:7]2[O-].FC(F)(F)C(OC(=O)C(F)(F)F)=[O:16].C([O-])(O)=O.[Na+], predict the reaction product. The product is: [Br:1][C:2]1[CH:11]=[CH:10][CH:9]=[C:8]2[C:3]=1[CH:4]=[CH:5][C:6](=[O:16])[NH:7]2. (2) Given the reactants [F:1][C:2]1[CH:7]=[C:6]([I:8])[CH:5]=[CH:4][C:3]=1[NH:9][C:10]1[C:18]2[C:13](=[CH:14][N:15]=[CH:16][CH:17]=2)[O:12][C:11]=1[C:19]([O:21]CC)=O.[OH-].[Na+].[CH3:26][C:27]1([CH3:35])[O:31][C@@H:30]([CH2:32][O:33][NH2:34])[CH2:29][O:28]1.C1C=CC2N(O)N=NC=2C=1.CCN(C(C)C)C(C)C, predict the reaction product. The product is: [CH3:26][C:27]1([CH3:35])[O:31][C@@H:30]([CH2:32][O:33][NH:34][C:19]([C:11]2[O:12][C:13]3=[CH:14][N:15]=[CH:16][CH:17]=[C:18]3[C:10]=2[NH:9][C:3]2[CH:4]=[CH:5][C:6]([I:8])=[CH:7][C:2]=2[F:1])=[O:21])[CH2:29][O:28]1.